Dataset: Full USPTO retrosynthesis dataset with 1.9M reactions from patents (1976-2016). Task: Predict the reactants needed to synthesize the given product. (1) Given the product [CH2:1]([C:3]1[S:7][C:6]2[CH:8]=[C:9]([OH:12])[CH:10]=[CH:11][C:5]=2[CH:4]=1)[CH3:2], predict the reactants needed to synthesize it. The reactants are: [CH2:1]([C:3]1[S:7][C:6]2[CH:8]=[C:9]([O:12]C)[CH:10]=[CH:11][C:5]=2[CH:4]=1)[CH3:2].B(Br)(Br)Br. (2) Given the product [CH3:16][O:15][C@:8]1([C:9]2[CH:14]=[CH:13][CH:12]=[CH:11][CH:10]=2)[CH2:7][CH2:6][NH:5][CH2:4][C@@H:3]1[OH:2], predict the reactants needed to synthesize it. The reactants are: Cl.[OH:2][C@@H:3]1[C@@:8]([O:15][CH3:16])([C:9]2[CH:14]=[CH:13][CH:12]=[CH:11][CH:10]=2)[CH2:7][CH2:6][N:5](C(OC(C)(C)C)=O)[CH2:4]1. (3) Given the product [NH:32]1[CH:36]=[CH:35][CH:34]=[C:33]1[CH2:37][N:4]1[CH2:3][CH2:2][N:1]([C:7]2[CH:12]=[CH:11][C:10]([NH:13][C:14]([C:16]3[C:17]([C:23]4[CH:24]=[CH:25][C:26]([CH:29]([CH3:31])[CH3:30])=[CH:27][CH:28]=4)=[C:18]([CH3:22])[CH:19]=[CH:20][CH:21]=3)=[O:15])=[CH:9][N:8]=2)[CH2:6][CH2:5]1, predict the reactants needed to synthesize it. The reactants are: [N:1]1([C:7]2[CH:12]=[CH:11][C:10]([NH:13][C:14]([C:16]3[C:17]([C:23]4[CH:28]=[CH:27][C:26]([CH:29]([CH3:31])[CH3:30])=[CH:25][CH:24]=4)=[C:18]([CH3:22])[CH:19]=[CH:20][CH:21]=3)=[O:15])=[CH:9][N:8]=2)[CH2:6][CH2:5][NH:4][CH2:3][CH2:2]1.[NH:32]1[CH:36]=[CH:35][CH:34]=[C:33]1[CH:37]=O.C(O[BH-](OC(=O)C)OC(=O)C)(=O)C.[Na+]. (4) Given the product [N:20]1[CH:21]=[CH:22][CH:23]=[CH:24][C:19]=1[CH2:18][N:14]1[C:15]2[C:11](=[CH:10][C:9]([NH:8][C:4]3[N:5]=[CH:6][N:7]=[C:2]([NH:34][C:35]4[CH:36]=[C:37]([NH:41][C:42](=[O:45])[CH:43]=[CH2:44])[CH:38]=[CH:39][CH:40]=4)[N:3]=3)=[CH:17][CH:16]=2)[CH:12]=[N:13]1, predict the reactants needed to synthesize it. The reactants are: Cl[C:2]1[N:7]=[CH:6][N:5]=[C:4]([NH:8][C:9]2[CH:10]=[C:11]3[C:15](=[CH:16][CH:17]=2)[N:14]([CH2:18][C:19]2[CH:24]=[CH:23][CH:22]=[CH:21][N:20]=2)[N:13]=[CH:12]3)[N:3]=1.CCN(C(C)C)C(C)C.[NH2:34][C:35]1[CH:36]=[C:37]([NH:41][C:42](=[O:45])[CH:43]=[CH2:44])[CH:38]=[CH:39][CH:40]=1.